From a dataset of Cav3 T-type calcium channel HTS with 100,875 compounds. Binary Classification. Given a drug SMILES string, predict its activity (active/inactive) in a high-throughput screening assay against a specified biological target. (1) The drug is O=C(N(C(C)C)C(C)C)C(=O)c1n(c2c(cccc2)C#N)ccc1. The result is 0 (inactive). (2) The compound is s1c2n(c(c1C(=O)Nc1c(OC)ccc(NC(=O)C)c1)C)cc(n2)c1ccc(OC)cc1. The result is 0 (inactive). (3) The result is 0 (inactive). The compound is O1C(=C(C(C(=C1N)C(OCC)=O)c1cccnc1)C(OCC)=O)C. (4) The molecule is O=C1C(c2c3c(ccc2)cccc3)(CC(OC)=O)C(=O)c2c1cccc2. The result is 0 (inactive).